This data is from Forward reaction prediction with 1.9M reactions from USPTO patents (1976-2016). The task is: Predict the product of the given reaction. (1) Given the reactants [CH:1]1([CH:4]([C:6]2[C:11]3[N:12]4[CH2:18][CH2:17][CH2:16][N:15]([C:19]5[CH:24]=[CH:23][C:22]([Cl:25])=[CH:21][C:20]=5[Cl:26])[C:13]4=[N:14][C:10]=3[CH:9]=[CH:8][CH:7]=2)[OH:5])[CH2:3][CH2:2]1, predict the reaction product. The product is: [CH:1]1([C:4]([C:6]2[C:11]3[N:12]4[CH2:18][CH2:17][CH2:16][N:15]([C:19]5[CH:24]=[CH:23][C:22]([Cl:25])=[CH:21][C:20]=5[Cl:26])[C:13]4=[N:14][C:10]=3[CH:9]=[CH:8][CH:7]=2)=[O:5])[CH2:3][CH2:2]1. (2) Given the reactants [CH3:1][CH:2]1[CH:6]2[C:7]3([CH3:27])[CH:12]([CH2:13][CH:5]2OC1CCC(CNC(C)=O)C)[CH:11]1[CH2:14][CH:15]=[C:16]2[CH2:21][CH:20]([O:22][C:23]([CH3:25])=[O:24])[CH2:19][CH2:18][C:17]2([CH3:26])[CH:10]1[CH2:9][CH2:8]3.S(=O)(O)[O-].[Na+].[OH2:42], predict the reaction product. The product is: [CH3:1][C:2]([C:6]1[C@@:7]2([CH3:27])[CH2:8][CH2:9][C@@H:10]3[C@@:17]4([CH3:26])[CH2:18][CH2:19][C@H:20]([O:22][C:23]([CH3:25])=[O:24])[CH2:21][C:16]4=[CH:15][CH2:14][C@H:11]3[C@@H:12]2[CH2:13][CH:5]=1)=[O:42]. (3) Given the reactants [F:1][C:2]([F:30])([F:29])[C:3]1[CH:4]=[C:5]([C@H:13]2[O:17][C:16](=[O:18])[N:15]([CH2:19][C:20]3[C:25](Br)=[CH:24][CH:23]=[C:22]([Cl:27])[N:21]=3)[C@H:14]2[CH3:28])[CH:6]=[C:7]([C:9]([F:12])([F:11])[F:10])[CH:8]=1.[CH3:31][O:32][C:33]1[CH:38]=[CH:37][C:36]([CH2:39][C:40]([O:42][CH3:43])=[O:41])=[CH:35][C:34]=1B1OC(C)(C)C(C)(C)O1.C([O-])([O-])=O.[K+].[K+].C1COCC1, predict the reaction product. The product is: [F:1][C:2]([F:30])([F:29])[C:3]1[CH:4]=[C:5]([C@H:13]2[O:17][C:16](=[O:18])[N:15]([CH2:19][C:20]3[C:25]([C:38]4[CH:37]=[C:36]([CH2:39][C:40]([O:42][CH3:43])=[O:41])[CH:35]=[CH:34][C:33]=4[O:32][CH3:31])=[CH:24][CH:23]=[C:22]([Cl:27])[N:21]=3)[C@H:14]2[CH3:28])[CH:6]=[C:7]([C:9]([F:12])([F:11])[F:10])[CH:8]=1. (4) Given the reactants B1[CH:6]2[CH2:7][CH2:8][CH2:9][CH:2]1C[CH2:4][CH2:5]2.[OH-:10].[Na+].[OH:12]O.[CH2:14]1[CH2:18][O:17]CC1, predict the reaction product. The product is: [O:17]1[C:8]2([CH2:7][CH2:6][CH:5]([CH2:4][OH:12])[CH2:2][CH2:9]2)[O:10][CH2:14][CH2:18]1.